Task: Binary Classification. Given a T-cell receptor sequence (or CDR3 region) and an epitope sequence, predict whether binding occurs between them.. Dataset: TCR-epitope binding with 47,182 pairs between 192 epitopes and 23,139 TCRs (1) The epitope is RLRPGGKKR. The TCR CDR3 sequence is CASSLERETEAFF. Result: 1 (the TCR binds to the epitope). (2) The epitope is FIAGLIAIV. The TCR CDR3 sequence is CASSLRIDGTDTQYF. Result: 0 (the TCR does not bind to the epitope). (3) The epitope is GLIYNRMGAVTTEV. The TCR CDR3 sequence is CANSSFLSSGETQYF. Result: 0 (the TCR does not bind to the epitope). (4) The epitope is YYRRATRRIR. The TCR CDR3 sequence is CASSSRQGGTGELFF. Result: 0 (the TCR does not bind to the epitope). (5) The epitope is KLGGALQAK. The TCR CDR3 sequence is CASSWASGAQETQYF. Result: 1 (the TCR binds to the epitope). (6) The epitope is VTIAEILLI. The TCR CDR3 sequence is CASSYRVKTGFTYEQYF. Result: 0 (the TCR does not bind to the epitope). (7) The epitope is KLGGALQAK. The TCR CDR3 sequence is CASSQDPGQGSNEQFF. Result: 1 (the TCR binds to the epitope). (8) The epitope is SLYNTVATL. The TCR CDR3 sequence is CASSQAAGVPSYEQYF. Result: 0 (the TCR does not bind to the epitope). (9) Result: 1 (the TCR binds to the epitope). The epitope is FLPRVFSAV. The TCR CDR3 sequence is CASSQFGNQETQYF.